From a dataset of Peptide-MHC class II binding affinity with 134,281 pairs from IEDB. Regression. Given a peptide amino acid sequence and an MHC pseudo amino acid sequence, predict their binding affinity value. This is MHC class II binding data. The peptide sequence is TRVVLSEMKEAFHGL. The MHC is HLA-DQA10201-DQB10301 with pseudo-sequence HLA-DQA10201-DQB10301. The binding affinity (normalized) is 0.430.